Dataset: Catalyst prediction with 721,799 reactions and 888 catalyst types from USPTO. Task: Predict which catalyst facilitates the given reaction. Reactant: [C:1]([O:5][C:6]([N:8]1[CH2:11][CH:10]([C:12](O)=[O:13])[CH2:9]1)=[O:7])([CH3:4])([CH3:3])[CH3:2].CN1CCOCC1.ClC(OCC(C)C)=O.[BH4-].[Na+]. Product: [OH:13][CH2:12][CH:10]1[CH2:11][N:8]([C:6]([O:5][C:1]([CH3:4])([CH3:3])[CH3:2])=[O:7])[CH2:9]1. The catalyst class is: 30.